From a dataset of hERG Central: cardiac toxicity at 1µM, 10µM, and general inhibition. Predict hERG channel inhibition at various concentrations. (1) The compound is Cl.c1ccc(Nc2c3c(nc4ccccc24)CCC3)cc1. Results: hERG_inhib (hERG inhibition (general)): blocker. (2) Results: hERG_inhib (hERG inhibition (general)): blocker. The compound is Cc1ccc(NC(=S)N(CCCN2CCC(C)CC2)Cc2ccco2)cc1C.